Dataset: Catalyst prediction with 721,799 reactions and 888 catalyst types from USPTO. Task: Predict which catalyst facilitates the given reaction. (1) The catalyst class is: 1. Reactant: [CH:1](NC(C)C)(C)C.[Li]CCCC.[CH3:13][O:14][C:15]1[CH:16]=[C:17]2[C:21](=[CH:22][CH:23]=1)[C:20](=[O:24])[CH2:19][CH2:18]2.CI.[NH4+].[Cl-]. Product: [CH3:13][O:14][C:15]1[CH:16]=[C:17]2[C:21](=[CH:22][CH:23]=1)[C:20](=[O:24])[CH:19]([CH3:1])[CH2:18]2. (2) Reactant: [SH:1][C:2]1[CH:7]=[CH:6][CH:5]=[CH:4][C:3]=1[C:8]([CH3:14])([CH3:13])[CH2:9][C:10]([OH:12])=[O:11].[CH:15]1[CH:20]=[C:19]([S:21][S:21][C:19]2[N:18]=[CH:17][CH:16]=[CH:15][CH:20]=2)[N:18]=[CH:17][CH:16]=1. Product: [CH3:13][C:8]([C:3]1[CH:4]=[CH:5][CH:6]=[CH:7][C:2]=1[S:1][S:21][C:19]1[CH:20]=[CH:15][CH:16]=[CH:17][N:18]=1)([CH3:14])[CH2:9][C:10]([OH:12])=[O:11]. The catalyst class is: 1. (3) Reactant: C(=O)(OCC)[O:2][C:3]1[CH:8]=[CH:7][C:6]([S:9]([N:12]2[C:21]3[C:16](=[CH:17][C:18]([F:23])=[C:19]([F:22])[CH:20]=3)[N:15]3[CH:24]=[CH:25][CH:26]=[C:14]3[CH:13]2[CH3:27])(=[O:11])=[O:10])=[CH:5][CH:4]=1.C1C=CC(S(N(S(C2C=CC=CC=2)(=O)=O)[F:42])(=O)=O)=CC=1. Product: [F:42][C:24]1[N:15]2[C:16]3[C:21]([N:12]([S:9]([C:6]4[CH:7]=[CH:8][C:3]([OH:2])=[CH:4][CH:5]=4)(=[O:10])=[O:11])[CH:13]([CH3:27])[C:14]2=[CH:26][CH:25]=1)=[CH:20][C:19]([F:22])=[C:18]([F:23])[CH:17]=3. The catalyst class is: 10. (4) The catalyst class is: 8. Reactant: C[O:2][C:3](=O)[CH2:4][C:5]1[CH:9]=[CH:8][O:7][N:6]=1.O.[NH2:12][NH2:13]. Product: [O:7]1[CH:8]=[CH:9][C:5]([CH2:4][C:3]([NH:12][NH2:13])=[O:2])=[N:6]1. (5) Product: [F:23][C:16]1[CH:17]=[C:18]([O:21][CH3:22])[CH:19]=[CH:20][C:15]=1[C:13]([CH3:1])=[CH2:12]. The catalyst class is: 7. Reactant: [CH3:1][Si]([N-][Si](C)(C)C)(C)C.[Na+].[Br-].[CH3:12][C:13]([C:15]1[CH:20]=[CH:19][C:18]([O:21][CH3:22])=[CH:17][C:16]=1[F:23])=O.